Dataset: Full USPTO retrosynthesis dataset with 1.9M reactions from patents (1976-2016). Task: Predict the reactants needed to synthesize the given product. (1) Given the product [O:45]1[C:46]2[CH:52]=[CH:51][CH:50]=[CH:49][C:47]=2[N:48]=[C:44]1[N:3]1[CH2:4][CH2:5][CH:6]2[CH:1]([N:8]([C:9]([C:11]3[C:12]([O:19][CH3:20])=[CH:13][CH:14]=[CH:15][C:16]=3[O:17][CH3:18])=[O:10])[CH2:7]2)[CH2:2]1, predict the reactants needed to synthesize it. The reactants are: [CH:1]12[N:8]([C:9]([C:11]3[C:16]([O:17][CH3:18])=[CH:15][CH:14]=[CH:13][C:12]=3[O:19][CH3:20])=[O:10])[CH2:7][CH:6]1[CH2:5][CH2:4][NH:3][CH2:2]2.C1(C2C=CC=CC=2)C=CC=CC=1C(N1C2C(CCNC2)C1)=O.Cl[C:44]1[O:45][C:46]2[CH:52]=[CH:51][CH:50]=[CH:49][C:47]=2[N:48]=1.ClC1C=NC2C(=CC=CC=2)N=1. (2) Given the product [CH3:16][O:17][C:18]1[C:23]([CH:24]2[CH2:25][CH2:26][N:27]([C:9]([O:11][C:12]([CH3:13])([CH3:14])[CH3:15])=[O:10])[CH2:28][CH2:29]2)=[CH:22][CH:21]=[CH:20][N:19]=1, predict the reactants needed to synthesize it. The reactants are: [C:9](O[C:9]([O:11][C:12]([CH3:15])([CH3:14])[CH3:13])=[O:10])([O:11][C:12]([CH3:15])([CH3:14])[CH3:13])=[O:10].[CH3:16][O:17][C:18]1[C:23]([C:24]2[CH2:25][CH2:26][N:27](C(OCC3C=CC=CC=3)=O)[CH2:28][CH:29]=2)=[CH:22][CH:21]=[CH:20][N:19]=1. (3) Given the product [Cl:19][C:3]1[CH:4]=[C:5]([CH2:8][CH2:9][C:10]2[CH:11]=[CH:12][C:13]([NH2:16])=[CH:14][CH:15]=2)[CH:6]=[CH:7][C:2]=1[Cl:1], predict the reactants needed to synthesize it. The reactants are: [Cl:1][C:2]1[CH:7]=[CH:6][C:5]([CH:8]=[CH:9][C:10]2[CH:15]=[CH:14][C:13]([N+:16]([O-])=O)=[CH:12][CH:11]=2)=[CH:4][C:3]=1[Cl:19]. (4) The reactants are: [Cl:1][C:2]1[NH:6][C:5]2[CH:7]=[CH:8][CH:9]=[C:10]([Cl:11])[C:4]=2[N:3]=1.C1COCC1.CCN(C(C)C)C(C)C.Cl[CH2:27][O:28][CH2:29][CH2:30][O:31][CH3:32]. Given the product [Cl:1][C:2]1[N:6]([CH2:27][O:28][CH2:29][CH2:30][O:31][CH3:32])[C:5]2[CH:7]=[CH:8][CH:9]=[C:10]([Cl:11])[C:4]=2[N:3]=1, predict the reactants needed to synthesize it. (5) Given the product [CH2:1]([O:5][C:6]1[C:7]([CH:11]2[CH:16]3[CH2:17][CH2:18][N:13]([CH2:14][CH2:15]3)[CH2:12]2)=[N:8][NH:9][CH:10]=1)[CH2:2][CH3:3], predict the reactants needed to synthesize it. The reactants are: [CH2:1]([O:5][C:6]1[C:7]([CH:11]2[CH:16]3[CH2:17][CH2:18][N:13]([CH2:14][CH2:15]3)[CH2:12]2)=[N:8][NH:9][CH:10]=1)[CH2:2][CH2:3]C.C(O)CC.IC1C(C2C3CCN(CC3)C2)=NN(COCC[Si](C)(C)C)C=1.CCO. (6) Given the product [Cl:15][C:11]1[CH:10]=[C:9]([NH:8][C:4]2[N:3]=[C:2]([NH:38][CH2:37][CH2:36][CH2:35][N:32]3[CH2:33][CH2:34][N:29]([S:26]([CH3:25])(=[O:28])=[O:27])[CH2:30][CH2:31]3)[CH:7]=[CH:6][N:5]=2)[CH:14]=[CH:13][CH:12]=1, predict the reactants needed to synthesize it. The reactants are: Cl[C:2]1[CH:7]=[CH:6][N:5]=[C:4]([NH:8][C:9]2[CH:14]=[CH:13][CH:12]=[C:11]([Cl:15])[CH:10]=2)[N:3]=1.CCN(C(C)C)C(C)C.[CH3:25][S:26]([N:29]1[CH2:34][CH2:33][N:32]([CH2:35][CH2:36][CH2:37][NH2:38])[CH2:31][CH2:30]1)(=[O:28])=[O:27]. (7) Given the product [CH3:22][N:11]([CH2:10][C:2]1[N:3]([CH2:24]/[CH:25]=[CH:26]\[CH2:27][NH:28][C:29](=[O:35])[O:30][C:31]([CH3:34])([CH3:33])[CH3:32])[C:4]2[CH:9]=[CH:8][CH:7]=[CH:6][C:5]=2[N:1]=1)[CH:12]1[C:21]2[N:20]=[CH:19][CH:18]=[CH:17][C:16]=2[CH2:15][CH2:14][CH2:13]1, predict the reactants needed to synthesize it. The reactants are: [NH:1]1[C:5]2[CH:6]=[CH:7][CH:8]=[CH:9][C:4]=2[N:3]=[C:2]1[CH2:10][N:11]([CH3:22])[CH:12]1[C:21]2[N:20]=[CH:19][CH:18]=[CH:17][C:16]=2[CH2:15][CH2:14][CH2:13]1.Cl[CH2:24]/[CH:25]=[CH:26]\[CH2:27][NH:28][C:29](=[O:35])[O:30][C:31]([CH3:34])([CH3:33])[CH3:32].C([O-])([O-])=O.[K+].[K+].